This data is from NCI-60 drug combinations with 297,098 pairs across 59 cell lines. The task is: Regression. Given two drug SMILES strings and cell line genomic features, predict the synergy score measuring deviation from expected non-interaction effect. Drug 1: C1=CN(C(=O)N=C1N)C2C(C(C(O2)CO)O)O.Cl. Drug 2: CS(=O)(=O)CCNCC1=CC=C(O1)C2=CC3=C(C=C2)N=CN=C3NC4=CC(=C(C=C4)OCC5=CC(=CC=C5)F)Cl. Cell line: SK-MEL-28. Synergy scores: CSS=20.4, Synergy_ZIP=-5.61, Synergy_Bliss=8.19, Synergy_Loewe=-13.0, Synergy_HSA=-2.90.